From a dataset of Forward reaction prediction with 1.9M reactions from USPTO patents (1976-2016). Predict the product of the given reaction. (1) Given the reactants [Cl:1][C:2]1[CH:7]=[CH:6][C:5]([C:8]2([OH:18])[CH2:13][CH2:12][N:11]([CH2:14][CH2:15][C:16]#[N:17])[CH2:10][CH2:9]2)=[CH:4][CH:3]=1.Cl.[OH-].[Na+].CCOCC, predict the reaction product. The product is: [NH2:17][CH2:16][CH2:15][CH2:14][N:11]1[CH2:10][CH2:9][C:8]([C:5]2[CH:4]=[CH:3][C:2]([Cl:1])=[CH:7][CH:6]=2)([OH:18])[CH2:13][CH2:12]1. (2) Given the reactants [NH2:1][C:2]1[C:3]([O:17][CH3:18])=[C:4]([C:8]2[CH:13]=[CH:12][CH:11]=[C:10]([C:14]([OH:16])=[O:15])[CH:9]=2)[CH:5]=[CH:6][CH:7]=1.[N:19]([O-])=O.[Na+].[C:23]([O:29][CH2:30][CH3:31])(=[O:28])[CH2:24][C:25]([CH3:27])=[O:26].C(=O)(O)[O-].[Na+], predict the reaction product. The product is: [CH2:30]([O:29][C:23]([C:24](=[N:19][NH:1][C:2]1[C:3]([O:17][CH3:18])=[C:4]([C:8]2[CH:13]=[CH:12][CH:11]=[C:10]([C:14]([OH:16])=[O:15])[CH:9]=2)[CH:5]=[CH:6][CH:7]=1)[C:25](=[O:26])[CH3:27])=[O:28])[CH3:31]. (3) Given the reactants [CH2:1]([O:3][C:4]([C:6]1[CH:10]=[CH:9][NH:8][C:7]=1[CH3:11])=[O:5])[CH3:2].Br[CH2:13][CH2:14][C:15]1[CH:20]=[CH:19][CH:18]=[CH:17][CH:16]=1.[H-].[Na+], predict the reaction product. The product is: [CH2:1]([O:3][C:4]([C:6]1[CH:10]=[CH:9][N:8]([CH2:13][CH2:14][C:15]2[CH:20]=[CH:19][CH:18]=[CH:17][CH:16]=2)[C:7]=1[CH3:11])=[O:5])[CH3:2]. (4) Given the reactants [Cl:1][C:2]1[CH:3]=[CH:4][C:5]([NH:8][C:9](=[O:29])[C:10]2[CH:15]=[CH:14][CH:13]=[CH:12][C:11]=2[NH:16][C:17]([N:19]2[CH2:28][CH2:27][C:22]3(OCC[O:23]3)[CH2:21][CH2:20]2)=[O:18])=[N:6][CH:7]=1.Cl.CCOC(C)=O, predict the reaction product. The product is: [Cl:1][C:2]1[CH:3]=[CH:4][C:5]([NH:8][C:9](=[O:29])[C:10]2[CH:15]=[CH:14][CH:13]=[CH:12][C:11]=2[NH:16][C:17]([N:19]2[CH2:20][CH2:21][C:22](=[O:23])[CH2:27][CH2:28]2)=[O:18])=[N:6][CH:7]=1. (5) Given the reactants Br[C:2]1[CH:3]=[C:4]2[C:8](=[CH:9][C:10]=1[O:11][CH3:12])[CH2:7][CH2:6][CH2:5]2.FC1(F)OC2C=C(C)C(C3N=C[C:26]([NH:29][C:30](=O)[C:31]4[CH:36]=[CH:35]C=CC=4F)=[N:27]C=3)=CC=2O1.C(=O)([O-])[O-].[K+].[K+], predict the reaction product. The product is: [CH3:12][O:11][C:10]1[CH:9]=[C:8]2[C:4]([CH2:5][CH2:6][CH2:7]2)=[CH:3][C:2]=1[C:31]1[CH:36]=[CH:35][C:26]([NH2:27])=[N:29][CH:30]=1. (6) The product is: [CH3:1][C:2]1[CH:3]=[C:4]([O:8][CH2:9][CH:10]2[CH2:14][CH2:13][NH:12][CH2:11]2)[CH:5]=[N:6][CH:7]=1. Given the reactants [CH3:1][C:2]1[CH:3]=[C:4]([O:8][CH2:9][CH:10]2[CH2:14][CH2:13][N:12](CC3C=CC=CC=3)[CH2:11]2)[CH:5]=[N:6][CH:7]=1.ClCCOC(Cl)=O, predict the reaction product. (7) The product is: [O:11]1[CH:12]=[CH:13][CH:14]=[C:10]1[CH2:9][NH:1][C:2]1[CH:7]=[CH:6][CH:5]=[CH:4][CH:3]=1. Given the reactants [NH2:1][C:2]1[CH:7]=[CH:6][CH:5]=[CH:4][CH:3]=1.Cl[CH2:9][C:10]1[O:11][CH:12]=[CH:13][CH:14]=1.C([O-])([O-])=O.[K+].[K+], predict the reaction product.